Dataset: NCI-60 drug combinations with 297,098 pairs across 59 cell lines. Task: Regression. Given two drug SMILES strings and cell line genomic features, predict the synergy score measuring deviation from expected non-interaction effect. (1) Drug 1: CCCS(=O)(=O)NC1=C(C(=C(C=C1)F)C(=O)C2=CNC3=C2C=C(C=N3)C4=CC=C(C=C4)Cl)F. Drug 2: CN(C)C1=NC(=NC(=N1)N(C)C)N(C)C. Cell line: KM12. Synergy scores: CSS=-5.57, Synergy_ZIP=-5.80, Synergy_Bliss=-17.1, Synergy_Loewe=-20.3, Synergy_HSA=-20.0. (2) Drug 1: CC1C(C(CC(O1)OC2CC(CC3=C2C(=C4C(=C3O)C(=O)C5=C(C4=O)C(=CC=C5)OC)O)(C(=O)C)O)N)O.Cl. Drug 2: CS(=O)(=O)OCCCCOS(=O)(=O)C. Cell line: UACC-257. Synergy scores: CSS=-1.83, Synergy_ZIP=2.74, Synergy_Bliss=1.49, Synergy_Loewe=-11.6, Synergy_HSA=-3.53. (3) Drug 1: CCCCC(=O)OCC(=O)C1(CC(C2=C(C1)C(=C3C(=C2O)C(=O)C4=C(C3=O)C=CC=C4OC)O)OC5CC(C(C(O5)C)O)NC(=O)C(F)(F)F)O. Drug 2: CC1=C2C(C(=O)C3(C(CC4C(C3C(C(C2(C)C)(CC1OC(=O)C(C(C5=CC=CC=C5)NC(=O)OC(C)(C)C)O)O)OC(=O)C6=CC=CC=C6)(CO4)OC(=O)C)O)C)O. Cell line: IGROV1. Synergy scores: CSS=22.1, Synergy_ZIP=2.95, Synergy_Bliss=4.51, Synergy_Loewe=3.29, Synergy_HSA=3.36. (4) Drug 1: C1=CC=C(C(=C1)C(C2=CC=C(C=C2)Cl)C(Cl)Cl)Cl. Drug 2: CN(CC1=CN=C2C(=N1)C(=NC(=N2)N)N)C3=CC=C(C=C3)C(=O)NC(CCC(=O)O)C(=O)O. Cell line: SR. Synergy scores: CSS=58.7, Synergy_ZIP=1.43, Synergy_Bliss=-0.244, Synergy_Loewe=-38.8, Synergy_HSA=-1.93.